Dataset: Full USPTO retrosynthesis dataset with 1.9M reactions from patents (1976-2016). Task: Predict the reactants needed to synthesize the given product. (1) Given the product [C:23]1([S:29]([NH:13][NH:12][C:10]([C:6]2[CH:5]=[C:4]3[C:9](=[CH:8][CH:7]=2)[NH:1][CH:2]=[CH:3]3)=[O:11])(=[O:31])=[O:30])[CH:28]=[CH:27][CH:26]=[CH:25][CH:24]=1, predict the reactants needed to synthesize it. The reactants are: [NH:1]1[C:9]2[C:4](=[CH:5][C:6]([C:10]([NH:12][NH2:13])=[O:11])=[CH:7][CH:8]=2)[CH:3]=[CH:2]1.C(N(CC)C(C)C)(C)C.[C:23]1([S:29](Cl)(=[O:31])=[O:30])[CH:28]=[CH:27][CH:26]=[CH:25][CH:24]=1.CN(C=O)C. (2) Given the product [CH3:1][O:2][C:3](=[O:18])[CH2:4][CH:5]1[CH2:9][CH2:8][N:7]([CH2:10][CH2:11][C:16]2[CH:15]=[CH:14][CH:13]=[CH:12][CH:21]=2)[C:6]1=[O:17], predict the reactants needed to synthesize it. The reactants are: [CH3:1][O:2][C:3](=[O:18])[CH2:4][C:5]1[C:6](=[O:17])[N:7]([CH2:10][C:11]2[CH:16]=[CH:15][CH:14]=[CH:13][CH:12]=2)[CH2:8][CH:9]=1.[H][H].[CH3:21]O. (3) Given the product [Si:1]([O:8][C:9]1[CH:10]=[C:11]([CH:14]=[C:15]([O:17][Si:18]([C:21]([CH3:24])([CH3:23])[CH3:22])([CH3:19])[CH3:20])[CH:16]=1)[CH2:12][NH:26][C:27]([CH3:34])([CH3:33])[C:28]([O:30][CH2:31][CH3:32])=[O:29])([C:4]([CH3:6])([CH3:5])[CH3:7])([CH3:3])[CH3:2], predict the reactants needed to synthesize it. The reactants are: [Si:1]([O:8][C:9]1[CH:10]=[C:11]([CH:14]=[C:15]([O:17][Si:18]([C:21]([CH3:24])([CH3:23])[CH3:22])([CH3:20])[CH3:19])[CH:16]=1)[CH:12]=O)([C:4]([CH3:7])([CH3:6])[CH3:5])([CH3:3])[CH3:2].Cl.[NH2:26][C:27]([CH3:34])([CH3:33])[C:28]([O:30][CH2:31][CH3:32])=[O:29].